From a dataset of Reaction yield outcomes from USPTO patents with 853,638 reactions. Predict the reaction yield, written as a fraction of the theoretical maximum amount of product (1.0 means a 100% yield; for example, 0.34 means a 34% yield). The reactants are [Br:1][C:2]1[CH:7]=[CH:6][C:5]([OH:8])=[CH:4][C:3]=1[CH3:9].Br[CH2:11][C:12]1[C:13]([C:20]2[C:25]([Cl:26])=[CH:24][CH:23]=[CH:22][C:21]=2[Cl:27])=[N:14][O:15][C:16]=1[CH:17]1[CH2:19][CH2:18]1.C(=O)([O-])[O-].[K+].[K+]. The catalyst is CN(C)C=O. The product is [Br:1][C:2]1[CH:7]=[CH:6][C:5]([O:8][CH2:11][C:12]2[C:13]([C:20]3[C:21]([Cl:27])=[CH:22][CH:23]=[CH:24][C:25]=3[Cl:26])=[N:14][O:15][C:16]=2[CH:17]2[CH2:19][CH2:18]2)=[CH:4][C:3]=1[CH3:9]. The yield is 0.920.